Dataset: Full USPTO retrosynthesis dataset with 1.9M reactions from patents (1976-2016). Task: Predict the reactants needed to synthesize the given product. Given the product [N:21]1[CH:22]=[CH:23][CH:24]=[CH:25][C:20]=1[S:17]([NH:16][CH2:15][C:11]1[N:10]=[C:9]([NH:8][CH2:26][C:27]([O:29][CH2:30][CH2:33][CH2:15][CH2:11][CH2:12][CH3:13])=[O:28])[CH:14]=[CH:13][CH:12]=1)(=[O:18])=[O:19], predict the reactants needed to synthesize it. The reactants are: C(OC([N:8]([CH2:26][C:27]([O:29][C:30]([CH3:33])(C)C)=[O:28])[C:9]1[CH:14]=[CH:13][CH:12]=[C:11]([CH2:15][NH:16][S:17]([C:20]2[CH:25]=[CH:24][CH:23]=[CH:22][N:21]=2)(=[O:19])=[O:18])[N:10]=1)=O)(C)(C)C.S(=O)(=O)(O)O.C(=O)(O)[O-].[Na+].